From a dataset of Catalyst prediction with 721,799 reactions and 888 catalyst types from USPTO. Predict which catalyst facilitates the given reaction. (1) Reactant: [K].[N+:2]([C:5]1[NH:6][CH:7]=[CH:8][N:9]=1)([O-:4])=[O:3].CS(O[CH2:15][CH2:16][CH:17]([CH2:20][CH3:21])[CH2:18][CH3:19])(=O)=O.C1OCCOCCOCCOCCOCCOC1.C(OCC)(=O)C. Product: [CH2:16]([CH:17]([CH2:20][CH3:21])[CH2:18][CH2:19][N:6]1[CH:7]=[CH:8][N:9]=[C:5]1[N+:2]([O-:4])=[O:3])[CH3:15]. The catalyst class is: 47. (2) Reactant: CS(O[CH2:6][CH:7]1[CH2:12][CH2:11][CH2:10][NH:9][C:8]1=[O:13])(=O)=O.[Cl:14][C:15]1[CH:20]=[CH:19][C:18]([CH2:21][C:22]2[C:31]3[C:26](=[CH:27][CH:28]=[CH:29][CH:30]=3)[C:25](=[O:32])[N:24]([CH2:33][C@H:34]3[CH2:38][CH2:37][CH2:36][NH:35]3)[N:23]=2)=[CH:17][CH:16]=1.[I-].[Na+].C(=O)(O)[O-].[Na+].C=C1CCCNC1=O. Product: [Cl:14][C:15]1[CH:20]=[CH:19][C:18]([CH2:21][C:22]2[C:31]3[C:26](=[CH:27][CH:28]=[CH:29][CH:30]=3)[C:25](=[O:32])[N:24]([CH2:33][C@H:34]3[CH2:38][CH2:37][CH2:36][N:35]3[CH2:6][CH:7]3[CH2:12][CH2:11][CH2:10][NH:9][C:8]3=[O:13])[N:23]=2)=[CH:17][CH:16]=1. The catalyst class is: 3. (3) Reactant: [CH3:1][N:2]1[CH:6]=[CH:5][N:4]=[C:3]1[N:7]([CH2:19][C:20]1[CH:21]=[C:22]([CH3:26])[CH:23]=[CH:24][CH:25]=1)[C:8]1[C:9]2[N:10]([CH:16]=[CH:17][CH:18]=2)[N:11]=[CH:12][C:13]=1[C:14]#[N:15].[NH4+].[OH-:28].OO.CCCCCC. Product: [CH3:1][N:2]1[CH:6]=[CH:5][N:4]=[C:3]1[N:7]([CH2:19][C:20]1[CH:21]=[C:22]([CH3:26])[CH:23]=[CH:24][CH:25]=1)[C:8]1[C:9]2[N:10]([CH:16]=[CH:17][CH:18]=2)[N:11]=[CH:12][C:13]=1[C:14]([NH2:15])=[O:28]. The catalyst class is: 863. (4) Reactant: [CH:1]1[CH:6]=[CH:5][C:4]([C@H:7]([NH2:10])[CH2:8][OH:9])=[CH:3][CH:2]=1.Br[CH2:12][C:13]([C:15]1[CH:26]=[CH:25][C:18]2[O:19][C:20]([CH3:24])([CH3:23])[O:21][CH2:22][C:17]=2[CH:16]=1)=[O:14].C(N(CC)C(C)C)(C)C.C(#N)C. Product: [CH3:23][C:20]1([CH3:24])[O:19][C:18]2[CH:25]=[CH:26][C:15]([C:13](=[O:14])[CH2:12][NH:10][C@@H:7]([C:4]3[CH:5]=[CH:6][CH:1]=[CH:2][CH:3]=3)[CH2:8][OH:9])=[CH:16][C:17]=2[CH2:22][O:21]1. The catalyst class is: 1. (5) Reactant: [Cl:1][C:2]([Cl:9])([Cl:8])[CH2:3][O:4][C:5](Cl)=[O:6].[N+:10]([C:13]1[CH:14]=[C:15]([NH2:22])[C:16](=[CH:20][CH:21]=1)[C:17]([OH:19])=[O:18])([O-:12])=[O:11].N1C=CC=CC=1. Product: [N+:10]([C:13]1[CH:21]=[CH:20][C:16]([C:17]([OH:19])=[O:18])=[C:15]([NH:22][C:5]([O:4][CH2:3][C:2]([Cl:9])([Cl:8])[Cl:1])=[O:6])[CH:14]=1)([O-:12])=[O:11]. The catalyst class is: 4. (6) Reactant: [Br:1][C:2]1[C:10]2[C:5](=[CH:6][CH:7]=[C:8]([C:11]#[N:12])[CH:9]=2)[NH:4][N:3]=1.O.C1(C)C=CC(S(O)(=O)=O)=CC=1.[O:25]1[CH:30]=[CH:29][CH2:28][CH2:27][CH2:26]1. Product: [Br:1][C:2]1[C:10]2[C:5](=[CH:6][CH:7]=[C:8]([C:11]#[N:12])[CH:9]=2)[N:4]([CH:26]2[CH2:27][CH2:28][CH2:29][CH2:30][O:25]2)[N:3]=1. The catalyst class is: 7. (7) Reactant: [C:1]([O:5][C:6]([N:8]1[CH2:13][CH2:12][O:11][CH:10]([CH2:14][OH:15])[CH2:9]1)=[O:7])([CH3:4])([CH3:3])[CH3:2].[CH3:16][S:17](Cl)(=[O:19])=[O:18].C(N(CC)CC)C. Product: [C:1]([O:5][C:6]([N:8]1[CH2:13][CH2:12][O:11][CH:10]([CH2:14][O:15][S:17]([CH3:16])(=[O:19])=[O:18])[CH2:9]1)=[O:7])([CH3:4])([CH3:3])[CH3:2]. The catalyst class is: 527.